Task: Predict the reactants needed to synthesize the given product.. Dataset: Full USPTO retrosynthesis dataset with 1.9M reactions from patents (1976-2016) (1) Given the product [CH2:1]([NH:8][CH2:19][C:18]1[CH:17]=[N:16][C:15]([CH3:21])=[C:14]2[O:22][C:10]([CH3:23])([CH3:9])[O:11][CH2:12][C:13]=12)[C:2]1[CH:7]=[CH:6][CH:5]=[CH:4][CH:3]=1, predict the reactants needed to synthesize it. The reactants are: [CH2:1]([NH2:8])[C:2]1[CH:7]=[CH:6][CH:5]=[CH:4][CH:3]=1.[CH3:9][C:10]1([CH3:23])[O:22][C:14]2[C:15]([CH3:21])=[N:16][CH:17]=[C:18]([CH:19]=O)[C:13]=2[CH2:12][O:11]1.O1CCCC1.[BH3-]C#N.[Na+]. (2) Given the product [Br:1][C:2]1[N:3]=[C:4]([Cl:16])[C:5]([NH2:11])=[C:6]([NH:8][CH2:9][CH3:10])[CH:7]=1, predict the reactants needed to synthesize it. The reactants are: [Br:1][C:2]1[CH:7]=[C:6]([NH:8][CH2:9][CH3:10])[C:5]([N+:11]([O-])=O)=[CH:4][N:3]=1.[OH-].[Na+].[ClH:16]. (3) Given the product [N+:1]([C:4]1[CH:13]=[C:12]([C:14]([OH:16])=[O:15])[CH:11]=[CH:10][C:5]=1[C:6]([O:8][CH3:9])=[O:7])([O-:3])=[O:2], predict the reactants needed to synthesize it. The reactants are: [N+:1]([C:4]1[CH:13]=[C:12]([C:14]([O:16]C)=[O:15])[CH:11]=[CH:10][C:5]=1[C:6]([O:8][CH3:9])=[O:7])([O-:3])=[O:2].[OH-].[Na+]. (4) Given the product [CH3:26][N:27]([CH3:28])[CH2:6][C:7]1([CH2:11][N:12]2[CH:16]=[C:15]([N+:17]([O-:19])=[O:18])[CH:14]=[N:13]2)[CH2:10][O:9][CH2:8]1, predict the reactants needed to synthesize it. The reactants are: CS(O[CH2:6][C:7]1([CH2:11][N:12]2[CH:16]=[C:15]([N+:17]([O-:19])=[O:18])[CH:14]=[N:13]2)[CH2:10][O:9][CH2:8]1)(=O)=O.C([O-])([O-])=O.[K+].[K+].[CH3:26][NH:27][CH3:28]. (5) The reactants are: [NH2:1][C:2]1[CH:7]=[CH:6][C:5]([C:8]([F:11])([F:10])[F:9])=[CH:4][N:3]=1.[CH:12]1([N+:18]#[C-:19])[CH2:17][CH2:16][CH2:15][CH2:14][CH2:13]1.[CH:20](=O)[C:21]1[O:25][CH:24]=[CH:23][CH:22]=1.[C:27](Cl)(=[O:29])[CH3:28]. Given the product [CH:12]1([N:18]([C:19]2[N:3]3[CH:4]=[C:5]([C:8]([F:9])([F:11])[F:10])[CH:6]=[CH:7][C:2]3=[N:1][C:20]=2[C:21]2[O:25][CH:24]=[CH:23][CH:22]=2)[C:27](=[O:29])[CH3:28])[CH2:17][CH2:16][CH2:15][CH2:14][CH2:13]1, predict the reactants needed to synthesize it. (6) Given the product [Cl:26][C:23]1[CH:24]=[CH:25][C:20]([S:19][CH:9]([C:10]2[C:15]([F:16])=[CH:14][CH:13]=[C:12]([F:17])[C:11]=2[F:18])[CH:4]([CH2:5][OH:6])[CH2:3][OH:2])=[CH:21][CH:22]=1, predict the reactants needed to synthesize it. The reactants are: C[O:2][C:3](=O)[CH:4]([CH:9]([S:19][C:20]1[CH:25]=[CH:24][C:23]([Cl:26])=[CH:22][CH:21]=1)[C:10]1[C:15]([F:16])=[CH:14][CH:13]=[C:12]([F:17])[C:11]=1[F:18])[C:5](OC)=[O:6].CC(C[AlH]CC(C)C)C.O.C(OCC)(=O)C. (7) Given the product [CH3:8][C:3]1[CH:4]=[CH:5][C:6]([O:7][C:14]2[CH:13]=[C:12]([N+:9]([O-:11])=[O:10])[CH:17]=[CH:16][CH:15]=2)=[CH:1][CH:2]=1, predict the reactants needed to synthesize it. The reactants are: [CH:1]1[C:6]([OH:7])=[CH:5][CH:4]=[C:3]([CH3:8])[CH:2]=1.[N+:9]([C:12]1[CH:17]=[CH:16][CH:15]=[C:14]([N+]([O-])=O)[CH:13]=1)([O-:11])=[O:10].C(=O)([O-])[O-].[Cs+].[Cs+]. (8) Given the product [F:23][C:24]1[CH:25]=[C:26]([CH:29]=[CH:30][C:31]=1[O:13][C:9]1[C:10]2[C:5](=[CH:4][C:3]([O:2][CH3:1])=[CH:12][CH:11]=2)[CH:6]=[C:7]([CH3:20])[C:8]=1[C:14]1[CH:15]=[CH:16][CH:17]=[CH:18][CH:19]=1)[CH:27]=[O:28], predict the reactants needed to synthesize it. The reactants are: [CH3:1][O:2][C:3]1[CH:4]=[C:5]2[C:10](=[CH:11][CH:12]=1)[C:9]([OH:13])=[C:8]([C:14]1[CH:19]=[CH:18][CH:17]=[CH:16][CH:15]=1)[C:7]([CH3:20])=[CH:6]2.[H-].[Na+].[F:23][C:24]1[CH:25]=[C:26]([CH:29]=[CH:30][C:31]=1F)[CH:27]=[O:28]. (9) Given the product [C:33]([O:32][C:30]([NH:1][CH2:2][C@@H:3]1[CH2:12][C:11]2[C:6](=[CH:7][CH:8]=[CH:9][CH:10]=2)[CH2:5][N:4]1[C:13]([O:15][CH2:16][C:17]1[CH:22]=[CH:21][CH:20]=[CH:19][CH:18]=1)=[O:14])=[O:31])([CH3:36])([CH3:35])[CH3:34], predict the reactants needed to synthesize it. The reactants are: [NH2:1][CH2:2][C@@H:3]1[CH2:12][C:11]2[C:6](=[CH:7][CH:8]=[CH:9][CH:10]=2)[CH2:5][N:4]1[C:13]([O:15][CH2:16][C:17]1[CH:22]=[CH:21][CH:20]=[CH:19][CH:18]=1)=[O:14].C(N(CC)CC)C.[C:30](O[C:30]([O:32][C:33]([CH3:36])([CH3:35])[CH3:34])=[O:31])([O:32][C:33]([CH3:36])([CH3:35])[CH3:34])=[O:31].